Task: Predict the reactants needed to synthesize the given product.. Dataset: Full USPTO retrosynthesis dataset with 1.9M reactions from patents (1976-2016) The reactants are: [SH:1][C:2]1[CH:11]=[CH:10][C:5]([C:6]([O:8][CH3:9])=[O:7])=[CH:4][CH:3]=1.C(=O)([O-])[O-].[K+].[K+].I[CH:19]1[CH2:23][CH2:22][O:21][CH2:20]1. Given the product [O:21]1[CH2:22][CH2:23][CH:19]([S:1][C:2]2[CH:3]=[CH:4][C:5]([C:6]([O:8][CH3:9])=[O:7])=[CH:10][CH:11]=2)[CH2:20]1, predict the reactants needed to synthesize it.